This data is from Catalyst prediction with 721,799 reactions and 888 catalyst types from USPTO. The task is: Predict which catalyst facilitates the given reaction. (1) Reactant: [CH3:1][O:2][C:3]1[C:17]([O:18][CH3:19])=[CH:16][CH:15]=[CH:14][C:4]=1[CH2:5][CH:6]1[NH:11][C:10](=O)[CH2:9][NH:8][C:7]1=O.O1CCCC1.[H-].[Al+3].[Li+].[H-].[H-].[H-]. Product: [CH3:1][O:2][C:3]1[C:17]([O:18][CH3:19])=[CH:16][CH:15]=[CH:14][C:4]=1[CH2:5][CH:6]1[CH2:7][NH:8][CH2:9][CH2:10][NH:11]1. The catalyst class is: 57. (2) Reactant: [C:1]([N:5]1[CH:9]=[C:8]([CH:10]=[O:11])/[C:7](=[N:12]/[C:13](=[O:23])[C:14]2[CH:19]=[C:18]([Cl:20])[CH:17]=[CH:16][C:15]=2[O:21][CH3:22])/[S:6]1)([CH3:4])([CH3:3])[CH3:2].[CH3:24][Mg]Br. Product: [C:1]([N:5]1[CH:9]=[C:8]([CH:10]([OH:11])[CH3:24])/[C:7](=[N:12]/[C:13](=[O:23])[C:14]2[CH:19]=[C:18]([Cl:20])[CH:17]=[CH:16][C:15]=2[O:21][CH3:22])/[S:6]1)([CH3:4])([CH3:3])[CH3:2]. The catalyst class is: 1.